Predict hERG channel inhibition at various concentrations. From a dataset of hERG Central: cardiac toxicity at 1µM, 10µM, and general inhibition. (1) The compound is Cc1ccc(N(CC2CO2)S(=O)(=O)c2ccc([N+](=O)[O-])cc2)cc1. Results: hERG_inhib (hERG inhibition (general)): blocker. (2) The molecule is CCOc1ccc(CN2CCN(Cc3cccn3-c3nccs3)CC2CCO)cc1. Results: hERG_inhib (hERG inhibition (general)): blocker. (3) The drug is CC1CN(C(=O)CCC(=O)NCc2ccc(Cl)cc2)c2ccccc2O1. Results: hERG_inhib (hERG inhibition (general)): blocker. (4) The molecule is O=C(NCCc1ccccc1Cl)C1CCC(=O)N(Cc2ccc(Cl)cc2)C1. Results: hERG_inhib (hERG inhibition (general)): blocker. (5) The drug is O=[N+]([O-])c1ccc(OCC(O)CN2CCN(c3ccccc3F)CC2)cc1. Results: hERG_inhib (hERG inhibition (general)): blocker. (6) The drug is COc1ccc(C2=NS(=O)(=O)N(C)C(C(=O)N(C)Cc3ccccc3)=C2)cc1. Results: hERG_inhib (hERG inhibition (general)): blocker. (7) The molecule is CS(=O)(=O)Nc1ccc(C2=NN(S(=O)(=O)c3ccccc3)C(c3cccs3)C2)cc1. Results: hERG_inhib (hERG inhibition (general)): blocker. (8) The compound is CCN(CC)CCn1c(NCc2ccc(OC)cc2)nc2ccccc21. Results: hERG_inhib (hERG inhibition (general)): blocker.